From a dataset of Merck oncology drug combination screen with 23,052 pairs across 39 cell lines. Regression. Given two drug SMILES strings and cell line genomic features, predict the synergy score measuring deviation from expected non-interaction effect. (1) Drug 1: CC(C)CC(NC(=O)C(Cc1ccccc1)NC(=O)c1cnccn1)B(O)O. Drug 2: CCc1cnn2c(NCc3ccc[n+]([O-])c3)cc(N3CCCCC3CCO)nc12. Cell line: UACC62. Synergy scores: synergy=-20.9. (2) Drug 1: CC1CC2C3CCC4=CC(=O)C=CC4(C)C3(F)C(O)CC2(C)C1(O)C(=O)CO. Drug 2: CC(C)CC(NC(=O)C(Cc1ccccc1)NC(=O)c1cnccn1)B(O)O. Cell line: NCIH520. Synergy scores: synergy=-20.5. (3) Drug 1: CC(=O)OC1C(=O)C2(C)C(O)CC3OCC3(OC(C)=O)C2C(OC(=O)c2ccccc2)C2(O)CC(OC(=O)C(O)C(NC(=O)c3ccccc3)c3ccccc3)C(C)=C1C2(C)C. Drug 2: Cn1nnc2c(C(N)=O)ncn2c1=O. Cell line: OVCAR3. Synergy scores: synergy=-19.6. (4) Drug 1: COc1cccc2c1C(=O)c1c(O)c3c(c(O)c1C2=O)CC(O)(C(=O)CO)CC3OC1CC(N)C(O)C(C)O1. Drug 2: Cn1c(=O)n(-c2ccc(C(C)(C)C#N)cc2)c2c3cc(-c4cnc5ccccc5c4)ccc3ncc21. Cell line: DLD1. Synergy scores: synergy=8.47. (5) Drug 2: O=C(CCCCCCC(=O)Nc1ccccc1)NO. Drug 1: CN1C(=O)C=CC2(C)C3CCC4(C)C(NC(=O)OCC(F)(F)F)CCC4C3CCC12. Synergy scores: synergy=6.06. Cell line: SKMES1.